From a dataset of Catalyst prediction with 721,799 reactions and 888 catalyst types from USPTO. Predict which catalyst facilitates the given reaction. (1) Reactant: [O:1]=[C:2]1[CH2:10][C:9]2[C:4](=[CH:5][CH:6]=[C:7]([C:11]([O:13]C)=O)[CH:8]=2)[NH:3]1.O.[NH2:16][NH2:17]. Product: [O:1]=[C:2]1[CH2:10][C:9]2[C:4](=[CH:5][CH:6]=[C:7]([C:11]([NH:16][NH2:17])=[O:13])[CH:8]=2)[NH:3]1. The catalyst class is: 14. (2) Reactant: [F:1][C:2]([F:47])([F:46])[C:3]([C:6]1[CH:11]=[CH:10][C:9]([C:12]2[N:16]=[C:15]([C:17]3[CH:18]=[CH:19][C:20](=[O:45])[N:21]([CH2:23][C:24]4[CH:29]=[CH:28][CH:27]=[C:26]([C:30]5([CH2:33][O:34][Si](C(C)C)(C(C)C)C(C)C)[CH2:32][CH2:31]5)[CH:25]=4)[N:22]=3)[O:14][N:13]=2)=[CH:8][CH:7]=1)([CH3:5])[CH3:4].[F-].C([N+](CCCC)(CCCC)CCCC)CCC. Product: [OH:34][CH2:33][C:30]1([C:26]2[CH:25]=[C:24]([CH:29]=[CH:28][CH:27]=2)[CH2:23][N:21]2[C:20](=[O:45])[CH:19]=[CH:18][C:17]([C:15]3[O:14][N:13]=[C:12]([C:9]4[CH:8]=[CH:7][C:6]([C:3]([CH3:4])([CH3:5])[C:2]([F:46])([F:47])[F:1])=[CH:11][CH:10]=4)[N:16]=3)=[N:22]2)[CH2:31][CH2:32]1. The catalyst class is: 1. (3) Reactant: [Cl:1][C:2]1[CH:3]=[C:4]([OH:26])[CH:5]=[CH:6][C:7]=1[CH:8]([CH3:25])[C:9]([OH:24])([C:14]1[CH:23]=[CH:22][CH:21]=[C:20]2[C:15]=1[CH:16]=[CH:17][N:18]=[CH:19]2)[C:10]([F:13])([F:12])[F:11].C(N(CC)CC)C.[F:34][C:35]([F:48])([F:47])[S:36](O[S:36]([C:35]([F:48])([F:47])[F:34])(=[O:38])=[O:37])(=[O:38])=[O:37]. Product: [Cl:1][C:2]1[CH:3]=[C:4]([O:26][S:36]([C:35]([F:48])([F:47])[F:34])(=[O:38])=[O:37])[CH:5]=[CH:6][C:7]=1[CH:8]([CH3:25])[C:9]([OH:24])([C:14]1[CH:23]=[CH:22][CH:21]=[C:20]2[C:15]=1[CH:16]=[CH:17][N:18]=[CH:19]2)[C:10]([F:11])([F:13])[F:12]. The catalyst class is: 4. (4) Reactant: Br[C:2]1[CH:7]=[C:6]([C:8]([F:11])([F:10])[F:9])[C:5]2[CH2:12][O:13][C@@H:14]3[C@H:18]([C:4]=2[CH:3]=1)[CH2:17][N:16]([C:19]([O:21][C:22]([CH3:25])([CH3:24])[CH3:23])=[O:20])[CH2:15]3.[C:26]1(B(O)O)[CH:31]=[CH:30][CH:29]=[CH:28][CH:27]=1.C(O)C.C(=O)([O-])[O-].[Na+].[Na+]. Product: [C:26]1([C:2]2[CH:7]=[C:6]([C:8]([F:10])([F:11])[F:9])[C:5]3[CH2:12][O:13][C@@H:14]4[C@H:18]([C:4]=3[CH:3]=2)[CH2:17][N:16]([C:19]([O:21][C:22]([CH3:25])([CH3:24])[CH3:23])=[O:20])[CH2:15]4)[CH:31]=[CH:30][CH:29]=[CH:28][CH:27]=1. The catalyst class is: 57. (5) Reactant: [Br:1][C:2]1[CH:7]=[CH:6][CH:5]=[C:4](F)[CH:3]=1.[C:9]1([OH:15])[CH:14]=[CH:13][CH:12]=[CH:11][CH:10]=1.C(=O)([O-])[O-].[K+].[K+]. Product: [Br:1][C:2]1[CH:7]=[CH:6][CH:5]=[C:4]([O:15][C:9]2[CH:14]=[CH:13][CH:12]=[CH:11][CH:10]=2)[CH:3]=1. The catalyst class is: 37. (6) Reactant: [C:1]([O:5][C:6]([NH:8][CH:9]([C:11]1[CH:12]=[C:13](OS(C(F)(F)F)(=O)=O)[CH:14]=[CH:15][CH:16]=1)[CH3:10])=[O:7])([CH3:4])([CH3:3])[CH3:2].[NH:25]1[CH2:30][CH2:29][O:28][CH2:27][CH2:26]1.P([O-])([O-])([O-])=O.[K+].[K+].[K+]. Product: [C:1]([O:5][C:6](=[O:7])[NH:8][CH:9]([C:11]1[CH:16]=[CH:15][CH:14]=[C:13]([N:25]2[CH2:30][CH2:29][O:28][CH2:27][CH2:26]2)[CH:12]=1)[CH3:10])([CH3:4])([CH3:3])[CH3:2]. The catalyst class is: 4. (7) Reactant: [CH:1]1([N:4]2[CH:8]=[CH:7][C:6]([N+:9]([O-])=O)=[N:5]2)[CH2:3][CH2:2]1. Product: [CH:1]1([N:4]2[CH:8]=[CH:7][C:6]([NH2:9])=[N:5]2)[CH2:3][CH2:2]1. The catalyst class is: 8. (8) Reactant: [CH3:1][N:2]([CH2:5][C:6]([O:8][C:9]([CH3:12])([CH3:11])[CH3:10])=[O:7])[C:3]#[N:4].O1CCCC1.[NH2:18][OH:19]. Product: [OH:19][N:18]=[C:3]([NH2:4])[N:2]([CH2:5][C:6]([O:8][C:9]([CH3:11])([CH3:10])[CH3:12])=[O:7])[CH3:1]. The catalyst class is: 6. (9) Reactant: [C:1]1([C:7]#[C:8][CH:9]2[CH2:14][CH2:13][NH:12][CH2:11][CH2:10]2)[CH:6]=[CH:5][CH:4]=[CH:3][CH:2]=1.BrCCC1C=CC=[C:20]2[C:21]([NH:23]C(=O)C=12)=O.C([O-])([O-])=O.[K+].[K+]. Product: [C:1]1([C:7]#[C:8][CH:9]2[CH2:10][CH2:11][N:12]([CH2:20][CH2:21][NH2:23])[CH2:13][CH2:14]2)[CH:6]=[CH:5][CH:4]=[CH:3][CH:2]=1. The catalyst class is: 115.